Task: Predict the product of the given reaction.. Dataset: Forward reaction prediction with 1.9M reactions from USPTO patents (1976-2016) (1) The product is: [CH:32]1([N:36]2[CH2:41][CH2:40][N:39]([C:18]([C:13]3[CH:14]=[C:15]4[C:10](=[CH:11][CH:12]=3)[CH2:9][N:8]([CH2:7][C:6]3[CH:21]=[CH:22][C:3]([C:2]([F:1])([F:23])[F:24])=[CH:4][CH:5]=3)[CH2:17][CH2:16]4)=[O:20])[CH2:38][CH2:37]2)[CH2:35][CH2:34][CH2:33]1. Given the reactants [F:1][C:2]([F:24])([F:23])[C:3]1[CH:22]=[CH:21][C:6]([CH2:7][N:8]2[CH2:17][CH2:16][C:15]3[C:10](=[CH:11][CH:12]=[C:13]([C:18]([O-:20])=O)[CH:14]=3)[CH2:9]2)=[CH:5][CH:4]=1.[K+].C(Cl)CCl.Cl.Cl.[CH:32]1([N:36]2[CH2:41][CH2:40][NH:39][CH2:38][CH2:37]2)[CH2:35][CH2:34][CH2:33]1, predict the reaction product. (2) Given the reactants [F:1][C:2]([F:13])([F:12])[C:3]1[CH:8]=[CH:7][CH:6]=[CH:5][C:4]=1[CH2:9][C:10]#[N:11].Br[CH2:15][CH:16](Br)[CH3:17].[H-].[Na+], predict the reaction product. The product is: [F:1][C:2]([F:12])([F:13])[C:3]1[CH:8]=[CH:7][CH:6]=[CH:5][C:4]=1[C:9]1([C:10]#[N:11])[CH2:17][CH2:16][CH2:15]1. (3) Given the reactants [NH2:1][C@:2]12[CH2:37][CH2:36][C@@H:35]([C:38]([CH3:40])=[CH2:39])[C@@H:3]1[C@@H:4]1[C@@:17]([CH3:20])([CH2:18][CH2:19]2)[C@@:16]2([CH3:21])[C@@H:7]([C@:8]3([CH3:34])[C@@H:13]([CH2:14][CH2:15]2)[C:12]([CH3:23])([CH3:22])[C:11]([C:24]2[CH:33]=[CH:32][C:27]([C:28]([O:30]C)=[O:29])=[CH:26][CH:25]=2)=[CH:10][CH2:9]3)[CH2:6][CH2:5]1.Cl[CH2:42][CH2:43][NH:44][CH:45]1[CH2:49][CH2:48][S:47](=[O:51])(=[O:50])[CH2:46]1.P([O-])([O-])([O-])=O.[K+].[K+].[K+].[I-].[K+], predict the reaction product. The product is: [O:50]=[S:47]1(=[O:51])[CH2:48][CH2:49][CH:45]([NH:44][CH2:43][CH2:42][NH:1][C@:2]23[CH2:37][CH2:36][C@@H:35]([C:38]([CH3:40])=[CH2:39])[C@@H:3]2[C@@H:4]2[C@@:17]([CH3:20])([CH2:18][CH2:19]3)[C@@:16]3([CH3:21])[C@@H:7]([C@:8]4([CH3:34])[C@@H:13]([CH2:14][CH2:15]3)[C:12]([CH3:23])([CH3:22])[C:11]([C:24]3[CH:25]=[CH:26][C:27]([C:28]([OH:30])=[O:29])=[CH:32][CH:33]=3)=[CH:10][CH2:9]4)[CH2:6][CH2:5]2)[CH2:46]1.